Dataset: Full USPTO retrosynthesis dataset with 1.9M reactions from patents (1976-2016). Task: Predict the reactants needed to synthesize the given product. (1) Given the product [O:41]1[CH:40]=[CH:39][C:43]([CH:44]([C:23]2[N:22]([S:19]([C:13]3[CH:18]=[CH:17][CH:16]=[CH:15][CH:14]=3)(=[O:21])=[O:20])[C:26]3=[CH:27][N:28]=[CH:29][CH:30]=[C:25]3[CH:24]=2)[OH:45])=[CH:42]1, predict the reactants needed to synthesize it. The reactants are: C(NC(C)C)(C)C.C([Li])CCC.[C:13]1([S:19]([N:22]2[C:26]3=[CH:27][N:28]=[CH:29][CH:30]=[C:25]3[CH:24]=[CH:23]2)(=[O:21])=[O:20])[CH:18]=[CH:17][CH:16]=[CH:15][CH:14]=1.CN(C)CCN(C)C.[CH:39]1[C:43]([CH:44]=[O:45])=[CH:42][O:41][CH:40]=1.[Cl-].[NH4+]. (2) The reactants are: [Cl:1][C:2]1[CH:7]=[CH:6][C:5]([Cl:8])=[CH:4][C:3]=1Cl.[OH-].[Na+].S([O-])([O-])=[O:13].[Na+].[Na+]. Given the product [Cl:1][C:2]1[CH:7]=[CH:6][C:5]([Cl:8])=[CH:4][C:3]=1[OH:13], predict the reactants needed to synthesize it. (3) Given the product [CH3:16][O:17][C:18](=[O:25])[CH2:19][CH2:20][C:21](=[O:24])[CH2:22][N:10]1[C:11]([CH3:13])=[CH:12][C:8]([C:5]2[CH:4]=[CH:3][C:2]([Cl:1])=[CH:7][CH:6]=2)=[N:9]1, predict the reactants needed to synthesize it. The reactants are: [Cl:1][C:2]1[CH:7]=[CH:6][C:5]([C:8]2[CH:12]=[C:11]([CH3:13])[NH:10][N:9]=2)=[CH:4][CH:3]=1.[H-].[Na+].[CH3:16][O:17][C:18](=[O:25])[CH2:19][CH2:20][C:21](=[O:24])[CH2:22]Br.O. (4) Given the product [F:3][C:4]1[CH:5]=[C:6]([CH:7]=[CH:8][CH:9]=1)[O:10][CH2:14][C:15]1[CH:16]=[CH:17][CH:18]=[CH:19][C:20]=1[C:11]([OH:13])=[O:12], predict the reactants needed to synthesize it. The reactants are: [H-].[Na+].[F:3][C:4]1[CH:5]=[C:6]([OH:10])[CH:7]=[CH:8][CH:9]=1.[C:11]1([C:20]2[C:15](=[CH:16][CH:17]=[CH:18][CH:19]=2)[CH2:14][O:13]1)=[O:12].Cl. (5) Given the product [Cl:3][C:4]1[S:5][C:6]2[C:7](=[O:16])[N:8]([CH3:17])[CH2:9][C:10]([CH3:14])([CH3:15])[CH2:11][C:12]=2[N:13]=1, predict the reactants needed to synthesize it. The reactants are: [H-].[Na+].[Cl:3][C:4]1[S:5][C:6]2[C:7](=[O:16])[NH:8][CH2:9][C:10]([CH3:15])([CH3:14])[CH2:11][C:12]=2[N:13]=1.[CH3:17]I.O. (6) Given the product [CH2:1]([C:3]1[CH:11]=[CH:10][C:9]2[NH:12][CH2:13][C:14](=[O:16])[CH2:15][N:7]3[C:8]=2[C:4]=1[CH:5]=[C:6]3[C:17]([OH:19])=[O:18])[CH3:2], predict the reactants needed to synthesize it. The reactants are: [CH2:1]([C:3]1[CH:11]=[CH:10][C:9]2[NH:12][CH2:13][C:14](=[O:16])[CH2:15][N:7]3[C:8]=2[C:4]=1[CH:5]=[C:6]3[C:17]([O:19]C)=[O:18])[CH3:2].[OH-].[Na+]. (7) Given the product [C:8]([C:11]1[CH:16]=[CH:15][C:14]([NH:17][C:18](=[O:48])[C:19]2[CH:24]=[C:23]([F:25])[CH:22]=[CH:21][C:20]=2[NH:26][C:27](=[O:47])[C:28]2[CH:33]=[CH:32][C:31]([N:34]3[CH2:35][CH2:36][CH2:37][CH2:38]3)=[CH:30][C:29]=2[O:39][CH:40]2[CH2:41][CH2:42][N:43]([CH3:46])[CH2:44][CH2:45]2)=[CH:13][CH:12]=1)(=[O:10])[CH3:9], predict the reactants needed to synthesize it. The reactants are: FC(F)(F)C(O)=O.[C:8]([C:11]1[CH:16]=[CH:15][C:14]([NH:17][C:18](=[O:48])[C:19]2[CH:24]=[C:23]([F:25])[CH:22]=[CH:21][C:20]=2[NH:26][C:27](=[O:47])[C:28]2[CH:33]=[CH:32][C:31]([N:34]3[CH2:38][CH2:37][CH2:36][CH2:35]3)=[CH:30][C:29]=2[O:39][CH:40]2[CH2:45][CH2:44][N:43]([CH3:46])[CH2:42][CH2:41]2)=[CH:13][CH:12]=1)(=[O:10])[CH3:9].FC1C=CC2N=C(C3C=CC(N4CCCC4)=CC=3OC3CCN(C)CC3)OC(=O)C=2C=1.C(C1C=CC(N)=CC=1)(=O)C.